From a dataset of Forward reaction prediction with 1.9M reactions from USPTO patents (1976-2016). Predict the product of the given reaction. (1) Given the reactants [C:1]([O:5][C:6]([NH:8][CH2:9][C:10]1[C:11]([CH2:27][CH:28]([CH3:30])[CH3:29])=[N:12][C:13]([CH3:26])=[C:14]([C:18]=1[C:19]1[CH:24]=[CH:23][C:22]([CH3:25])=[CH:21][CH:20]=1)[C:15]([OH:17])=[O:16])=[O:7])([CH3:4])([CH3:3])[CH3:2].Cl[CH:32]1[C:36]2[CH:37]=[CH:38][CH:39]=[CH:40][C:35]=2[C:34](=[O:41])[O:33]1.C(=O)([O-])[O-].[K+].[K+], predict the reaction product. The product is: [C:1]([O:5][C:6]([NH:8][CH2:9][C:10]1[C:11]([CH2:27][CH:28]([CH3:30])[CH3:29])=[N:12][C:13]([CH3:26])=[C:14]([C:18]=1[C:19]1[CH:24]=[CH:23][C:22]([CH3:25])=[CH:21][CH:20]=1)[C:15]([O:17][CH:32]1[C:36]2[CH:37]=[CH:38][CH:39]=[CH:40][C:35]=2[C:34](=[O:41])[O:33]1)=[O:16])=[O:7])([CH3:4])([CH3:3])[CH3:2]. (2) Given the reactants [C:1]([O:5]C([NH:8]CCCC([O:14][CH2:15][C:16]([O:18][C@H:19]([CH2:48][N:49]([S:54]([C:57]1[CH:65]=[CH:64][C:60]2[O:61][CH2:62][O:63][C:59]=2[CH:58]=1)(=[O:56])=[O:55])[CH2:50][CH:51]([CH3:53])[CH3:52])[C@@H:20]([NH:36][C:37]([O:39][C@@H:40]1[C@H:47]2[C@H:43]([O:44][CH2:45][CH2:46]2)[O:42][CH2:41]1)=[O:38])[CH2:21][C:22]1[CH:27]=[CH:26][C:25]([O:28][CH2:29][C:30]2[N:31]=[C:32]([CH3:35])[S:33][CH:34]=2)=[CH:24][CH:23]=1)=[O:17])=O)=O)(C)(C)C.FC(F)(F)C(O)=O, predict the reaction product. The product is: [NH3:8].[CH3:1][OH:5].[OH:14][CH2:15][C:16]([O:18][C@H:19]([CH2:48][N:49]([S:54]([C:57]1[CH:65]=[CH:64][C:60]2[O:61][CH2:62][O:63][C:59]=2[CH:58]=1)(=[O:56])=[O:55])[CH2:50][CH:51]([CH3:52])[CH3:53])[C@@H:20]([NH:36][C:37]([O:39][C@@H:40]1[C@H:47]2[C@H:43]([O:44][CH2:45][CH2:46]2)[O:42][CH2:41]1)=[O:38])[CH2:21][C:22]1[CH:23]=[CH:24][C:25]([O:28][CH2:29][C:30]2[N:31]=[C:32]([CH3:35])[S:33][CH:34]=2)=[CH:26][CH:27]=1)=[O:17]. (3) Given the reactants [C:1](Cl)(Cl)=[O:2].[C:5]([O:9][C:10](=[O:32])[NH:11][CH2:12][C@H:13]([OH:31])[CH2:14][NH:15][C:16]1[CH:17]=[C:18]2[C:22](=[C:23]([F:25])[CH:24]=1)[N:21]([CH2:26][CH:27]1[CH2:29][CH2:28]1)[C:20](=[O:30])[CH2:19]2)([CH3:8])([CH3:7])[CH3:6].C(N(CC)CC)C, predict the reaction product. The product is: [C:5]([O:9][C:10](=[O:32])[NH:11][CH2:12][C@@H:13]1[O:31][C:1](=[O:2])[N:15]([C:16]2[CH:17]=[C:18]3[C:22](=[C:23]([F:25])[CH:24]=2)[N:21]([CH2:26][CH:27]2[CH2:28][CH2:29]2)[C:20](=[O:30])[CH2:19]3)[CH2:14]1)([CH3:8])([CH3:6])[CH3:7].